From a dataset of Reaction yield outcomes from USPTO patents with 853,638 reactions. Predict the reaction yield, written as a fraction of the theoretical maximum amount of product (1.0 means a 100% yield; for example, 0.34 means a 34% yield). (1) The reactants are [NH2:1][C:2]1[CH:7]=[CH:6][C:5]([NH:8][C:9]2[N:10]=[C:11]([CH3:22])[C:12]3[CH:18]=[CH:17][C:16](=[O:19])[N:15]([CH2:20][CH3:21])[C:13]=3[N:14]=2)=[CH:4][CH:3]=1.[F:23][C:24]([F:35])([F:34])[C:25](O[C:25](=[O:26])[C:24]([F:35])([F:34])[F:23])=[O:26]. The catalyst is CC(N(C)C)=O. The product is [CH2:20]([N:15]1[C:13]2[N:14]=[C:9]([NH:8][C:5]3[CH:6]=[CH:7][C:2]([NH:1][C:25](=[O:26])[C:24]([F:35])([F:34])[F:23])=[CH:3][CH:4]=3)[N:10]=[C:11]([CH3:22])[C:12]=2[CH:18]=[CH:17][C:16]1=[O:19])[CH3:21]. The yield is 0.180. (2) The reactants are [Br:1][C:2]1[CH:3]=[C:4]2[C:10](I)=[N:9][N:8]([CH:12]3[CH2:17][CH2:16][CH2:15][CH2:14][O:13]3)[C:5]2=[CH:6][N:7]=1.CC1(C)C(C)(C)OB([C:26]2[CH:27]=[C:28]([N:32]3[CH2:37][CH2:36][CH:35]([NH:38][C:39](=[O:45])[O:40][C:41]([CH3:44])([CH3:43])[CH3:42])[CH2:34][CH2:33]3)[CH:29]=[N:30][CH:31]=2)O1.C([O-])(=O)C.[K+]. The catalyst is C(#N)C.O.C(=O)([O-])[O-].[Na+].[Na+].C1C=CC(P(C2C=CC=CC=2)[C-]2C=CC=C2)=CC=1.C1C=CC(P(C2C=CC=CC=2)[C-]2C=CC=C2)=CC=1.Cl[Pd]Cl.[Fe+2]. The product is [Br:1][C:2]1[CH:3]=[C:4]2[C:10]([C:26]3[CH:27]=[C:28]([N:32]4[CH2:33][CH2:34][CH:35]([NH:38][C:39](=[O:45])[O:40][C:41]([CH3:43])([CH3:42])[CH3:44])[CH2:36][CH2:37]4)[CH:29]=[N:30][CH:31]=3)=[N:9][N:8]([CH:12]3[CH2:17][CH2:16][CH2:15][CH2:14][O:13]3)[C:5]2=[CH:6][N:7]=1. The yield is 0.450. (3) The reactants are [CH3:1][O:2][C:3]1[CH:4]=[C:5]([CH:8]=[C:9]([O:11][CH3:12])[CH:10]=1)[CH2:6][NH2:7].[Cl:13][C:14]1[CH:19]=[N:18][CH:17]=[C:16](Cl)[N:15]=1. No catalyst specified. The product is [Cl:13][C:14]1[N:15]=[C:16]([NH:7][CH2:6][C:5]2[CH:8]=[C:9]([O:11][CH3:12])[CH:10]=[C:3]([O:2][CH3:1])[CH:4]=2)[CH:17]=[N:18][CH:19]=1. The yield is 0.910. (4) The reactants are [NH2:1][C:2]1[CH:7]=[C:6]([Cl:8])[CH:5]=[CH:4][N:3]=1.C1C(=O)N([I:16])C(=O)C1. The catalyst is CN(C=O)C. The product is [Cl:8][C:6]1[C:5]([I:16])=[CH:4][N:3]=[C:2]([NH2:1])[CH:7]=1. The yield is 0.620. (5) The reactants are [C:1]1([C:7]#[C:8][C:9]([O:11][CH2:12][CH3:13])=[O:10])[CH:6]=[CH:5][CH:4]=[CH:3][CH:2]=1.CO[CH2:16][N:17]([CH2:23][C:24]1[CH:29]=[CH:28][CH:27]=[CH:26][CH:25]=1)[CH2:18][Si](C)(C)C.FC(F)(F)C(O)=O. The product is [CH2:12]([O:11][C:9]([C:8]1[CH2:16][N:17]([CH2:23][C:24]2[CH:29]=[CH:28][CH:27]=[CH:26][CH:25]=2)[CH2:18][C:7]=1[C:1]1[CH:6]=[CH:5][CH:4]=[CH:3][CH:2]=1)=[O:10])[CH3:13]. The yield is 0.800. The catalyst is ClCCl. (6) The reactants are [NH2:1][OH:2].[F:3][C:4]1[CH:5]=[CH:6][C:7]([O:12][CH3:13])=[C:8]([CH:11]=1)[C:9]#[N:10]. The catalyst is CCO. The product is [F:3][C:4]1[CH:5]=[CH:6][C:7]([O:12][CH3:13])=[C:8]([C:9](=[N:1][OH:2])[NH2:10])[CH:11]=1. The yield is 1.00. (7) The reactants are [Mg].Br[C:3]1[CH:8]=[CH:7][CH:6]=[CH:5][C:4]=1[C:9]([F:12])([F:11])[F:10].[CH2:13]([N:20]1[CH2:25][CH2:24][O:23][CH:22]([C:26]2([C:29]3[CH:34]=[CH:33][CH:32]=[CH:31][CH:30]=3)[CH2:28][O:27]2)[CH2:21]1)[C:14]1[CH:19]=[CH:18][CH:17]=[CH:16][CH:15]=1.O. The catalyst is O1CCCC1.[Cu](I)I. The product is [CH2:13]([N:20]1[CH2:25][CH2:24][O:23][CH:22]([C:26]([C:29]2[CH:34]=[CH:33][CH:32]=[CH:31][CH:30]=2)([OH:27])[CH2:28][C:3]2[CH:8]=[CH:7][CH:6]=[CH:5][C:4]=2[C:9]([F:12])([F:11])[F:10])[CH2:21]1)[C:14]1[CH:15]=[CH:16][CH:17]=[CH:18][CH:19]=1. The yield is 0.120. (8) The reactants are [CH2:1]([C:5]([NH:16][C:17]([O:19][C:20]([CH3:23])([CH3:22])[CH3:21])=[O:18])([C:11]([O:13]CC)=[O:12])[C:6]([O:8][CH2:9][CH3:10])=[O:7])[CH2:2][CH:3]=[CH2:4].[OH-].[Na+]. The catalyst is C(O)C. The product is [C:20]([O:19][C:17]([NH:16][C:5]([C:6]([O:8][CH2:9][CH3:10])=[O:7])([CH2:1][CH2:2][CH:3]=[CH2:4])[C:11]([OH:13])=[O:12])=[O:18])([CH3:23])([CH3:21])[CH3:22]. The yield is 0.820.